Dataset: Reaction yield outcomes from USPTO patents with 853,638 reactions. Task: Predict the reaction yield, written as a fraction of the theoretical maximum amount of product (1.0 means a 100% yield; for example, 0.34 means a 34% yield). (1) The reactants are C(OC(=O)[NH:7][C:8]1[CH:13]=[CH:12][C:11]([NH:14][C:15](=[O:22])[C:16]2[CH:21]=[CH:20][CH:19]=[CH:18][CH:17]=2)=[CH:10][CH:9]=1)(C)(C)C.C(O)(C(F)(F)F)=O.C(=O)([O-])[O-].[Na+].[Na+]. The catalyst is C(Cl)Cl.O. The product is [NH2:7][C:8]1[CH:13]=[CH:12][C:11]([NH:14][C:15](=[O:22])[C:16]2[CH:21]=[CH:20][CH:19]=[CH:18][CH:17]=2)=[CH:10][CH:9]=1. The yield is 0.950. (2) The reactants are ClC1C=C(Cl)C=C(Cl)C=1[O:10][C:11](=O)[CH2:12][C:13](OC1C(Cl)=CC(Cl)=CC=1Cl)=[O:14].[NH2:26]/[C:27](/[CH3:34])=[CH:28]\[C:29]([O:31][CH2:32][CH3:33])=[O:30]. The catalyst is BrC1C=CC=CC=1.CCOC(C)=O. The product is [CH2:32]([O:31][C:29](=[O:30])[C:28]1[C:11]([OH:10])=[CH:12][C:13]([OH:14])=[N:26][C:27]=1[CH3:34])[CH3:33]. The yield is 0.860. (3) The yield is 0.580. The product is [Cl:17][C:11]1[CH:10]=[C:9]([O:3][CH2:2][CH3:1])[C:14]([C:15]#[N:16])=[CH:13][N:12]=1.[Cl:8][C:9]1[C:14]([C:15]#[N:16])=[CH:13][N:12]=[C:11]([O:7][CH2:5][CH3:6])[CH:10]=1. The catalyst is CN(C)C=O.O. The reactants are [CH3:1][CH2:2][O-:3].[Na+].[CH2:5]([OH:7])[CH3:6].[Cl:8][C:9]1[C:14]([C:15]#[N:16])=[CH:13][N:12]=[C:11]([Cl:17])[CH:10]=1. (4) The reactants are [CH3:1][O:2][C:3]1[CH:4]=[C:5]2[C:10](=[CH:11][C:12]=1[O:13][CH3:14])[N:9]=[CH:8][N:7]=[C:6]2[O:15][C:16]1[CH:22]=[CH:21][C:19]([NH2:20])=[C:18]([N+:23]([O-:25])=[O:24])[CH:17]=1.C(N(CC)CC)C.ClC(Cl)(O[C:37](=[O:43])OC(Cl)(Cl)Cl)Cl.[N:45]1([CH2:50][CH2:51][NH2:52])[CH2:49][CH2:48][CH2:47][CH2:46]1. The catalyst is C(Cl)(Cl)Cl.O. The product is [CH3:1][O:2][C:3]1[CH:4]=[C:5]2[C:10](=[CH:11][C:12]=1[O:13][CH3:14])[N:9]=[CH:8][N:7]=[C:6]2[O:15][C:16]1[CH:22]=[CH:21][C:19]([NH:20][C:37]([NH:52][CH2:51][CH2:50][N:45]2[CH2:49][CH2:48][CH2:47][CH2:46]2)=[O:43])=[C:18]([N+:23]([O-:25])=[O:24])[CH:17]=1. The yield is 0.300. (5) The reactants are I[C:2]1[CH:3]=[CH:4][C:5]([C:18]([O:20][CH3:21])=[O:19])=[C:6]([NH:8][C:9]2[CH:17]=[CH:16][CH:15]=[CH:14][C:10]=2[C:11]([OH:13])=[O:12])[CH:7]=1.[I:22]C1C=CC=C(N)C=1C(OC)=O.[K+].[Br-].NC1C=CC=C2C=1C=C(C(OC)=O)N=C2.[N+](C1C=C2C(=CC=1)N=C(C(O)=O)C=N2)([O-])=O.C(N(CC)CCNC(C1N=C2C=CC=CN2C=1)=O)C. No catalyst specified. The product is [I:22][C:4]1[C:5]([C:18]([O:20][CH3:21])=[O:19])=[C:6]([NH:8][C:9]2[CH:17]=[CH:16][CH:15]=[CH:14][C:10]=2[C:11]([OH:13])=[O:12])[CH:7]=[CH:2][CH:3]=1. The yield is 0.670. (6) The yield is 0.840. The product is [F:1][C@H:2]1[C@H:8]([O:9][S:26]([C:23]2[CH:22]=[CH:21][C:20]([N+:17]([O-:19])=[O:18])=[CH:25][CH:24]=2)(=[O:27])=[O:28])[CH2:7][CH2:6][N:5]([C:10]([O:12][C:13]([CH3:16])([CH3:15])[CH3:14])=[O:11])[CH2:4][CH2:3]1. The catalyst is C(Cl)Cl. The reactants are [F:1][C@H:2]1[C@H:8]([OH:9])[CH2:7][CH2:6][N:5]([C:10]([O:12][C:13]([CH3:16])([CH3:15])[CH3:14])=[O:11])[CH2:4][CH2:3]1.[N+:17]([C:20]1[CH:25]=[CH:24][C:23]([S:26](Cl)(=[O:28])=[O:27])=[CH:22][CH:21]=1)([O-:19])=[O:18].CCN(CC)CC.